This data is from Reaction yield outcomes from USPTO patents with 853,638 reactions. The task is: Predict the reaction yield, written as a fraction of the theoretical maximum amount of product (1.0 means a 100% yield; for example, 0.34 means a 34% yield). The reactants are [CH3:1][O:2][C:3]([C:5]1[C:9]([NH:10][C:11](=[O:41])[C:12]2[CH:17]=[CH:16][CH:15]=[C:14]([CH2:18][N:19]3[C:24](=[O:25])[CH:23]=[CH:22][C:21]([C:26]4[CH:27]=[N:28][CH:29]=[C:30]([CH2:32][NH:33]C(OC(C)(C)C)=O)[CH:31]=4)=[N:20]3)[CH:13]=2)=[CH:8][N:7]([CH3:42])[N:6]=1)=[O:4].Cl.O1CCOCC1. The catalyst is CO. The product is [CH3:1][O:2][C:3]([C:5]1[C:9]([NH:10][C:11](=[O:41])[C:12]2[CH:17]=[CH:16][CH:15]=[C:14]([CH2:18][N:19]3[C:24](=[O:25])[CH:23]=[CH:22][C:21]([C:26]4[CH:27]=[N:28][CH:29]=[C:30]([CH2:32][NH2:33])[CH:31]=4)=[N:20]3)[CH:13]=2)=[CH:8][N:7]([CH3:42])[N:6]=1)=[O:4]. The yield is 0.690.